The task is: Predict the product of the given reaction.. This data is from Forward reaction prediction with 1.9M reactions from USPTO patents (1976-2016). (1) Given the reactants [Br:1][C:2]1[C:7](=[O:8])[N:6]([CH2:9][C:10]([NH:12][CH2:13][C:14]2[CH:19]=[CH:18][N:17]=[CH:16][CH:15]=2)=O)[N:5]=[CH:4][C:3]=1[NH:20][C@@H:21]1[CH2:26][C@@H:25]2[CH2:27][C@@H:23]([C:24]2([CH3:29])[CH3:28])[C@H:22]1[CH3:30].O1CCCC1.B.[Cl-].[Na+], predict the reaction product. The product is: [Br:1][C:2]1[C:7](=[O:8])[N:6]([CH2:9][CH2:10][NH:12][CH2:13][C:14]2[CH:19]=[CH:18][N:17]=[CH:16][CH:15]=2)[N:5]=[CH:4][C:3]=1[NH:20][C@@H:21]1[CH2:26][C@@H:25]2[CH2:27][C@@H:23]([C:24]2([CH3:28])[CH3:29])[C@H:22]1[CH3:30]. (2) Given the reactants Br[C:2]1[CH:3]=[N:4][C:5]([O:10][CH:11]2[CH2:16][CH2:15][O:14][CH2:13][CH2:12]2)=[C:6]([CH:9]=1)[C:7]#[N:8].[CH3:17][C:18]1([CH3:34])[C:22]([CH3:24])([CH3:23])[O:21][B:20]([B:20]2[O:21][C:22]([CH3:24])([CH3:23])[C:18]([CH3:34])([CH3:17])[O:19]2)[O:19]1.ClCCl, predict the reaction product. The product is: [O:14]1[CH2:15][CH2:16][CH:11]([O:10][C:5]2[N:4]=[CH:3][C:2]([B:20]3[O:21][C:22]([CH3:24])([CH3:23])[C:18]([CH3:34])([CH3:17])[O:19]3)=[CH:9][C:6]=2[C:7]#[N:8])[CH2:12][CH2:13]1. (3) Given the reactants [OH:1][C:2]1[CH:7]=[C:6]([OH:8])[CH:5]=[CH:4][C:3]=1[C:9](=[O:22])[CH2:10][CH:11]1[CH2:16][CH2:15][CH:14](C(OCC)=O)[CH2:13][CH2:12]1.[Br:23]C1C=CC(CC(O)=O)=CC=1, predict the reaction product. The product is: [Br:23][C:14]1[CH:15]=[CH:16][C:11]([CH2:10][C:9]([C:3]2[CH:4]=[CH:5][C:6]([OH:8])=[CH:7][C:2]=2[OH:1])=[O:22])=[CH:12][CH:13]=1. (4) Given the reactants [F:1][C:2]([F:7])([F:6])[C:3]([OH:5])=[O:4].[F:8][C:9]([F:14])([F:13])[C:10]([OH:12])=[O:11].FC(F)(F)C(O)=O.[Cl:22][C:23]1[CH:24]=[N:25][C:26]2[NH:27][C:28]3[CH:29]=[N:30][CH:31]=[C:32]([CH:53]=3)[CH2:33][CH2:34][C:35]3[CH:43]=[C:39]([NH:40][C:41]=1[N:42]=2)[CH:38]=[CH:37][C:36]=3[NH:44][C:45](=[O:52])[CH2:46][C@@H:47]1[CH2:51][CH2:50][NH:49][CH2:48]1.[CH3:54][C:55]1[O:59][N:58]=[CH:57][C:56]=1[C:60](Cl)=[O:61], predict the reaction product. The product is: [F:1][C:2]([F:7])([F:6])[C:3]([OH:5])=[O:4].[F:8][C:9]([F:14])([F:13])[C:10]([OH:12])=[O:11].[Cl:22][C:23]1[CH:24]=[N:25][C:26]2[NH:27][C:28]3[CH:29]=[N:30][CH:31]=[C:32]([CH:53]=3)[CH2:33][CH2:34][C:35]3[CH:43]=[C:39]([NH:40][C:41]=1[N:42]=2)[CH:38]=[CH:37][C:36]=3[NH:44][C:45](=[O:52])[CH2:46][C@@H:47]1[CH2:51][CH2:50][N:49]([C:60]([C:56]2[CH:57]=[N:58][O:59][C:55]=2[CH3:54])=[O:61])[CH2:48]1.